From a dataset of NCI-60 drug combinations with 297,098 pairs across 59 cell lines. Regression. Given two drug SMILES strings and cell line genomic features, predict the synergy score measuring deviation from expected non-interaction effect. (1) Drug 1: C1CN(CCN1C(=O)CCBr)C(=O)CCBr. Drug 2: CC(C)CN1C=NC2=C1C3=CC=CC=C3N=C2N. Cell line: MOLT-4. Synergy scores: CSS=70.7, Synergy_ZIP=-1.16, Synergy_Bliss=0.806, Synergy_Loewe=2.20, Synergy_HSA=0.822. (2) Drug 1: CC1=CC2C(CCC3(C2CCC3(C(=O)C)OC(=O)C)C)C4(C1=CC(=O)CC4)C. Drug 2: CC1=C(C=C(C=C1)NC(=O)C2=CC=C(C=C2)CN3CCN(CC3)C)NC4=NC=CC(=N4)C5=CN=CC=C5. Cell line: A498. Synergy scores: CSS=1.54, Synergy_ZIP=-0.352, Synergy_Bliss=0.166, Synergy_Loewe=-2.93, Synergy_HSA=-2.67.